Dataset: Full USPTO retrosynthesis dataset with 1.9M reactions from patents (1976-2016). Task: Predict the reactants needed to synthesize the given product. (1) The reactants are: CC1NN=C(N(C2C=CC=CC=2)C2C=NC=C(N)N=2)C=1.[CH3:21][C:22]1[N:26]=[N:25][C:24]([NH:34][C:35]2[CH:40]=[N:39][CH:38]=[C:37]([NH:41][C:42]3[CH:47]=[CH:46][CH:45]=[CH:44][CH:43]=3)[N:36]=2)(C(OC(C)(C)C)=O)[CH:23]=1.Cl. Given the product [CH3:21][C:22]1[NH:26][N:25]=[C:24]([NH:34][C:35]2[CH:40]=[N:39][CH:38]=[C:37]([NH:41][C:42]3[CH:43]=[CH:44][CH:45]=[CH:46][CH:47]=3)[N:36]=2)[CH:23]=1, predict the reactants needed to synthesize it. (2) The reactants are: [C:1]([C:4]1[S:8][C:7]([C:9]2[N:14]=[C:13]([NH:15][C:16]3[CH:21]=[CH:20][C:19]([CH2:22][C:23]([O:25][CH2:26][CH3:27])=[O:24])=[CH:18][CH:17]=3)[C:12]([CH2:28][CH3:29])=[C:11]([CH3:30])[N:10]=2)=[CH:6][CH:5]=1)(=[O:3])[CH3:2].[BH4-].[Na+]. Given the product [CH2:28]([C:12]1[C:13]([NH:15][C:16]2[CH:17]=[CH:18][C:19]([CH2:22][C:23]([O:25][CH2:26][CH3:27])=[O:24])=[CH:20][CH:21]=2)=[N:14][C:9]([C:7]2[S:8][C:4]([CH:1]([OH:3])[CH3:2])=[CH:5][CH:6]=2)=[N:10][C:11]=1[CH3:30])[CH3:29], predict the reactants needed to synthesize it. (3) Given the product [NH2:1][C:2]1[N:7]([C:8]2[CH:9]=[C:10]([CH:13]=[CH:14][CH:15]=2)[C:11]#[N:12])[C:6](=[S:16])[NH:5][C:4](=[O:17])[C:3]=1[N:18]=[O:19], predict the reactants needed to synthesize it. The reactants are: [NH2:1][C:2]1[N:7]([C:8]2[CH:9]=[C:10]([CH:13]=[CH:14][CH:15]=2)[C:11]#[N:12])[C:6](=[S:16])[NH:5][C:4](=[O:17])[CH:3]=1.[N:18]([O-])=[O:19].[Na+]. (4) Given the product [ClH:19].[OH:18][CH2:17][C@@H:4]1[NH:5][CH2:6][C@H:2]([OH:1])[CH2:3]1, predict the reactants needed to synthesize it. The reactants are: [OH:1][C@H:2]1[CH2:6][N:5](C(OCC2C=CC=CC=2)=O)[C@@H:4]([CH2:17][OH:18])[CH2:3]1.[ClH:19].O1CCOCC1.CO. (5) Given the product [NH3:2].[CH:55]([N:52]1[CH2:53][CH2:54][N:49]([C:46]2[CH:47]=[CH:48][C:43]([NH:42][C:36]3[C:37]4[N:38]([N:39]=[CH:40][N:41]=4)[C:33]([C:67]4[CH:68]=[C:69]5[C:73](=[CH:74][CH:75]=4)[C:72](=[O:76])[NH:71][CH2:70]5)=[CH:34][N:35]=3)=[CH:44][CH:45]=2)[C:50](=[O:58])[CH2:51]1)([CH3:57])[CH3:56], predict the reactants needed to synthesize it. The reactants are: C[N:2]1CCN(C2C=CC(NC3C4N(N=CN=4)C(C4C=C(C(N)=O)SC=4)=CN=3)=CC=2)CC1.Br[C:33]1[N:38]2[N:39]=[CH:40][N:41]=[C:37]2[C:36]([NH:42][C:43]2[CH:48]=[CH:47][C:46]([N:49]3[CH2:54][CH2:53][N:52]([CH:55]([CH3:57])[CH3:56])[CH2:51][C:50]3=[O:58])=[CH:45][CH:44]=2)=[N:35][CH:34]=1.CC1(C)C(C)(C)OB([C:67]2[CH:68]=[C:69]3[C:73](=[CH:74][CH:75]=2)[C:72](=[O:76])[NH:71][CH2:70]3)O1.C([O-])([O-])=O.[Na+].[Na+].